This data is from HIV replication inhibition screening data with 41,000+ compounds from the AIDS Antiviral Screen. The task is: Binary Classification. Given a drug SMILES string, predict its activity (active/inactive) in a high-throughput screening assay against a specified biological target. The compound is CC1(C)OP(=O)(c2ccccc2)C=C1Sc1ccc([N+](=O)[O-])cc1[N+](=O)[O-]. The result is 1 (active).